Dataset: Full USPTO retrosynthesis dataset with 1.9M reactions from patents (1976-2016). Task: Predict the reactants needed to synthesize the given product. Given the product [C:11]([O:15][C:16](=[O:17])[NH:18][CH2:19][CH2:20][CH2:21][CH2:22][CH2:23][CH2:24][CH2:25][CH2:26][CH2:27][CH2:28][CH2:29][C:30](=[O:32])[NH:59][C:60]1[NH:61][CH:62]=[CH:63][N:64]=1)([CH3:12])([CH3:13])[CH3:14], predict the reactants needed to synthesize it. The reactants are: C1C=NC2N(O)N=NC=2C=1.[C:11]([O:15][C:16]([NH:18][CH2:19][CH2:20][CH2:21][CH2:22][CH2:23][CH2:24][CH2:25][CH2:26][CH2:27][CH2:28][CH2:29][C:30]([OH:32])=O)=[O:17])([CH3:14])([CH3:13])[CH3:12].C(N(C(C)C)CC)(C)C.CCN=C=NCCCN(C)C.Cl.S(O)(O)(=O)=O.[NH2:59][C:60]1[NH:61][CH:62]=[CH:63][N:64]=1.[NH2:59][C:60]1[NH:61][CH:62]=[CH:63][N:64]=1.